From a dataset of Catalyst prediction with 721,799 reactions and 888 catalyst types from USPTO. Predict which catalyst facilitates the given reaction. (1) Reactant: CN(C(ON1N=NC2C=CC=CC1=2)=[N+](C)C)C.[B-](F)(F)(F)F.[Br:23][C:24]1[CH:25]=[N:26][C:27]2[N:28]([N:30]=[C:31]([C:33]([OH:35])=O)[CH:32]=2)[CH:29]=1.[N:36]1[C:41]2[CH2:42][CH2:43][NH:44][CH2:45][CH2:46][C:40]=2[CH:39]=[CH:38][CH:37]=1. Product: [Br:23][C:24]1[CH:25]=[N:26][C:27]2[N:28]([N:30]=[C:31]([C:33]([N:44]3[CH2:45][CH2:46][C:40]4[CH:39]=[CH:38][CH:37]=[N:36][C:41]=4[CH2:42][CH2:43]3)=[O:35])[CH:32]=2)[CH:29]=1. The catalyst class is: 3. (2) Reactant: [F:1][C:2]1[C:3]2[O:10][C:9]([C:11](O)=[O:12])=[C:8]([NH:14][C:15]3[CH:20]=[CH:19][C:18]([I:21])=[CH:17][C:16]=3[F:22])[C:4]=2[CH:5]=[N:6][CH:7]=1.C(Cl)(=O)C(Cl)=O.[CH:29]([O:31][CH2:32][CH2:33][O:34][NH2:35])=[CH2:30].C(N(C(C)C)CC)(C)C. Product: [CH:29]([O:31][CH2:32][CH2:33][O:34][NH:35][C:11]([C:9]1[O:10][C:3]2[C:2]([F:1])=[CH:7][N:6]=[CH:5][C:4]=2[C:8]=1[NH:14][C:15]1[CH:20]=[CH:19][C:18]([I:21])=[CH:17][C:16]=1[F:22])=[O:12])=[CH2:30]. The catalyst class is: 124.